Dataset: Full USPTO retrosynthesis dataset with 1.9M reactions from patents (1976-2016). Task: Predict the reactants needed to synthesize the given product. Given the product [F:24][C:25]1[CH:32]=[C:31]([O:33][CH3:34])[CH:30]=[CH:29][C:26]=1[CH2:27][NH:1][CH2:2][C@@H:3]1[C@@H:11]([C@@:12]2([CH3:21])[CH2:17][CH2:16][C@H:15]([OH:18])[CH2:14][C@@H:13]2[CH2:19][OH:20])[CH2:10][CH2:9][C@@:8]2([CH3:22])[C@H:4]1[CH2:5][CH2:6][C:7]2=[CH2:23], predict the reactants needed to synthesize it. The reactants are: [NH2:1][CH2:2][C@@H:3]1[C@@H:11]([C@@:12]2([CH3:21])[CH2:17][CH2:16][C@H:15]([OH:18])[CH2:14][C@@H:13]2[CH2:19][OH:20])[CH2:10][CH2:9][C@@:8]2([CH3:22])[C@H:4]1[CH2:5][CH2:6][C:7]2=[CH2:23].[F:24][C:25]1[CH:32]=[C:31]([O:33][CH3:34])[CH:30]=[CH:29][C:26]=1[CH:27]=O.[BH4-].[Na+].C1COCC1.